From a dataset of Forward reaction prediction with 1.9M reactions from USPTO patents (1976-2016). Predict the product of the given reaction. (1) The product is: [CH:1]1([CH2:7][C@H:8]([N:12]2[CH2:16][C:15]([O:17][C:18]3[CH:23]=[CH:22][CH:21]=[C:20]([CH3:24])[C:19]=3[CH3:25])=[CH:14][C:13]2=[O:26])[C:9]([NH:67][C:64]2[CH:65]=[CH:66][N:62]([CH2:61][C:60]([OH:59])([CH3:90])[CH3:28])[N:63]=2)=[O:10])[CH2:6][CH2:5][CH2:4][CH2:3][CH2:2]1. Given the reactants [CH:1]1([CH2:7][C@H:8]([N:12]2[CH2:16][C:15]([O:17][C:18]3[CH:23]=[CH:22][CH:21]=[C:20]([CH3:24])[C:19]=3[CH3:25])=[CH:14][C:13]2=[O:26])[C:9](O)=[O:10])[CH2:6][CH2:5][CH2:4][CH2:3][CH2:2]1.Cl.[CH3:28]N(C)CCCN=C=NCC.C(N(CC)C(C)C)(C)C.ON1C2C=CC=CC=2N=N1.Cl.[OH:59][C@@H:60]([CH2:90]O)[CH2:61][N:62]1[CH:66]=[CH:65][C:64]([NH:67]C(=O)[C@@H](N2CC(OC3C=CC=C(Cl)C=3Cl)=CC2=O)CC(C)C)=[N:63]1, predict the reaction product. (2) Given the reactants CS([C:5]1[S:9][C:8]([C:10]2[CH:11]=[C:12]3[C:16](=[CH:17][CH:18]=2)[N:15]([C:19]([O:21][C:22]([CH3:25])([CH3:24])[CH3:23])=[O:20])[CH:14]=[C:13]3[C:26]2[CH:31]=[CH:30][CH:29]=[C:28]([N:32]3[CH2:37][CH2:36][O:35][CH2:34][CH2:33]3)[N:27]=2)=[N:7][N:6]=1)(=O)=O.[N-:38]=[N+:39]=[N-:40].[Na+], predict the reaction product. The product is: [N:38]([C:5]1[S:9][C:8]([C:10]2[CH:11]=[C:12]3[C:16](=[CH:17][CH:18]=2)[N:15]([C:19]([O:21][C:22]([CH3:23])([CH3:24])[CH3:25])=[O:20])[CH:14]=[C:13]3[C:26]2[CH:31]=[CH:30][CH:29]=[C:28]([N:32]3[CH2:33][CH2:34][O:35][CH2:36][CH2:37]3)[N:27]=2)=[N:7][N:6]=1)=[N+:39]=[N-:40]. (3) Given the reactants [NH2:1][C@@H:2]1[C:13]2[C:7](=[CH:8][CH:9]=[C:10]([S:15][CH3:16])[C:11](=[O:14])[CH:12]=2)[C:6]2[C:17]([O:26][CH3:27])=[C:18]([O:24][CH3:25])[C:19]([O:21][CH2:22][CH3:23])=[CH:20][C:5]=2[CH2:4][CH2:3]1.CN(C)CCCN=C=NCC.O.ON1C2C=CC=CC=2N=N1.[F:50][C:51]1[C:59]([CH2:60][OH:61])=[CH:58][CH:57]=[CH:56][C:52]=1[C:53](O)=[O:54], predict the reaction product. The product is: [CH2:22]([O:21][C:19]1[C:18]([O:24][CH3:25])=[C:17]([O:26][CH3:27])[C:6]2[C:7]3[C:13]([CH:2]([NH:1][C:53](=[O:54])[C:52]4[CH:56]=[CH:57][CH:58]=[C:59]([CH2:60][OH:61])[C:51]=4[F:50])[CH2:3][CH2:4][C:5]=2[CH:20]=1)=[CH:12][C:11](=[O:14])[C:10]([S:15][CH3:16])=[CH:9][CH:8]=3)[CH3:23]. (4) Given the reactants [Cl:1][C:2]1[CH:18]=[CH:17][C:5]([CH2:6][C:7]2[O:11][N:10]=[C:9]([C:12]([O:14]CC)=O)[N:8]=2)=[CH:4][C:3]=1[F:19].Cl.[Cl:21][C:22]1[CH:23]=[C:24]2[C:28](=[CH:29][CH:30]=1)[NH:27][CH:26]=[C:25]2[CH2:31][CH2:32][NH2:33].CN(C(ON1N=NC2C=CC=NC1=2)=[N+](C)C)C.F[P-](F)(F)(F)(F)F.C(N(CC)C(C)C)(C)C, predict the reaction product. The product is: [Cl:21][C:22]1[CH:23]=[C:24]2[C:28](=[CH:29][CH:30]=1)[NH:27][CH:26]=[C:25]2[CH2:31][CH2:32][NH:33][C:12]([C:9]1[N:8]=[C:7]([CH2:6][C:5]2[CH:17]=[CH:18][C:2]([Cl:1])=[C:3]([F:19])[CH:4]=2)[O:11][N:10]=1)=[O:14]. (5) Given the reactants [NH2:1][C:2]1[CH:10]=[CH:9][CH:8]=[C:7]2[C:3]=1[CH:4]([CH3:13])[CH2:5][C:6]2([CH3:12])[CH3:11].[ClH:14], predict the reaction product. The product is: [ClH:14].[NH2:1][C:2]1[CH:10]=[CH:9][CH:8]=[C:7]2[C:3]=1[CH:4]([CH3:13])[CH2:5][C:6]2([CH3:12])[CH3:11]. (6) Given the reactants CC(OI1(OC(C)=O)(OC(C)=O)OC(=O)C2C=CC=CC1=2)=O.[CH2:23]([O:30][C:31]1[CH:36]=[CH:35][C:34]([CH:37]([C:39]2[N:40]([CH3:44])[N:41]=[N:42][CH:43]=2)[OH:38])=[CH:33][CH:32]=1)[C:24]1[CH:29]=[CH:28][CH:27]=[CH:26][CH:25]=1, predict the reaction product. The product is: [CH2:23]([O:30][C:31]1[CH:36]=[CH:35][C:34]([C:37]([C:39]2[N:40]([CH3:44])[N:41]=[N:42][CH:43]=2)=[O:38])=[CH:33][CH:32]=1)[C:24]1[CH:25]=[CH:26][CH:27]=[CH:28][CH:29]=1.